From a dataset of NCI-60 drug combinations with 297,098 pairs across 59 cell lines. Regression. Given two drug SMILES strings and cell line genomic features, predict the synergy score measuring deviation from expected non-interaction effect. (1) Drug 1: CC1=C2C(C(=O)C3(C(CC4C(C3C(C(C2(C)C)(CC1OC(=O)C(C(C5=CC=CC=C5)NC(=O)OC(C)(C)C)O)O)OC(=O)C6=CC=CC=C6)(CO4)OC(=O)C)OC)C)OC. Drug 2: CCCCCOC(=O)NC1=NC(=O)N(C=C1F)C2C(C(C(O2)C)O)O. Cell line: TK-10. Synergy scores: CSS=43.2, Synergy_ZIP=3.02, Synergy_Bliss=2.37, Synergy_Loewe=-15.5, Synergy_HSA=2.84. (2) Drug 1: C1CC(C1)(C(=O)O)C(=O)O.[NH2-].[NH2-].[Pt+2]. Drug 2: CS(=O)(=O)OCCCCOS(=O)(=O)C. Cell line: OVCAR-4. Synergy scores: CSS=2.51, Synergy_ZIP=-2.94, Synergy_Bliss=-3.51, Synergy_Loewe=-2.61, Synergy_HSA=-2.01. (3) Drug 1: C1CCN(CC1)CCOC2=CC=C(C=C2)C(=O)C3=C(SC4=C3C=CC(=C4)O)C5=CC=C(C=C5)O. Drug 2: C1=NC2=C(N1)C(=S)N=C(N2)N. Cell line: ACHN. Synergy scores: CSS=55.4, Synergy_ZIP=-0.721, Synergy_Bliss=0.471, Synergy_Loewe=-2.57, Synergy_HSA=0.672. (4) Drug 1: C1=CN(C(=O)N=C1N)C2C(C(C(O2)CO)O)O.Cl. Drug 2: C1CN1C2=NC(=NC(=N2)N3CC3)N4CC4. Cell line: SN12C. Synergy scores: CSS=50.7, Synergy_ZIP=-6.72, Synergy_Bliss=-3.98, Synergy_Loewe=-3.23, Synergy_HSA=-0.107. (5) Drug 1: CC=C1C(=O)NC(C(=O)OC2CC(=O)NC(C(=O)NC(CSSCCC=C2)C(=O)N1)C(C)C)C(C)C. Drug 2: CC1CCC2CC(C(=CC=CC=CC(CC(C(=O)C(C(C(=CC(C(=O)CC(OC(=O)C3CCCCN3C(=O)C(=O)C1(O2)O)C(C)CC4CCC(C(C4)OC)OCCO)C)C)O)OC)C)C)C)OC. Cell line: HCC-2998. Synergy scores: CSS=23.5, Synergy_ZIP=-0.345, Synergy_Bliss=-1.28, Synergy_Loewe=-20.4, Synergy_HSA=-1.37. (6) Drug 1: CC1=CC=C(C=C1)C2=CC(=NN2C3=CC=C(C=C3)S(=O)(=O)N)C(F)(F)F. Drug 2: C(=O)(N)NO. Cell line: A549. Synergy scores: CSS=-0.183, Synergy_ZIP=3.96, Synergy_Bliss=-3.75, Synergy_Loewe=-1.78, Synergy_HSA=-2.99. (7) Synergy scores: CSS=33.9, Synergy_ZIP=-3.60, Synergy_Bliss=-7.77, Synergy_Loewe=-7.26, Synergy_HSA=-6.17. Drug 1: CCC1=CC2CC(C3=C(CN(C2)C1)C4=CC=CC=C4N3)(C5=C(C=C6C(=C5)C78CCN9C7C(C=CC9)(C(C(C8N6C)(C(=O)OC)O)OC(=O)C)CC)OC)C(=O)OC.C(C(C(=O)O)O)(C(=O)O)O. Cell line: SR. Drug 2: C#CCC(CC1=CN=C2C(=N1)C(=NC(=N2)N)N)C3=CC=C(C=C3)C(=O)NC(CCC(=O)O)C(=O)O. (8) Drug 1: CC12CCC(CC1=CCC3C2CCC4(C3CC=C4C5=CN=CC=C5)C)O. Drug 2: CN(C(=O)NC(C=O)C(C(C(CO)O)O)O)N=O. Cell line: TK-10. Synergy scores: CSS=-3.98, Synergy_ZIP=-1.39, Synergy_Bliss=-6.96, Synergy_Loewe=-7.34, Synergy_HSA=-7.38. (9) Drug 1: CCC(=C(C1=CC=CC=C1)C2=CC=C(C=C2)OCCN(C)C)C3=CC=CC=C3.C(C(=O)O)C(CC(=O)O)(C(=O)O)O. Drug 2: CS(=O)(=O)CCNCC1=CC=C(O1)C2=CC3=C(C=C2)N=CN=C3NC4=CC(=C(C=C4)OCC5=CC(=CC=C5)F)Cl. Cell line: BT-549. Synergy scores: CSS=-1.33, Synergy_ZIP=0.362, Synergy_Bliss=-0.826, Synergy_Loewe=-3.40, Synergy_HSA=-3.40. (10) Drug 1: COC1=CC(=CC(=C1O)OC)C2C3C(COC3=O)C(C4=CC5=C(C=C24)OCO5)OC6C(C(C7C(O6)COC(O7)C8=CC=CS8)O)O. Drug 2: CC1CCCC2(C(O2)CC(NC(=O)CC(C(C(=O)C(C1O)C)(C)C)O)C(=CC3=CSC(=N3)C)C)C. Cell line: CAKI-1. Synergy scores: CSS=49.0, Synergy_ZIP=-3.14, Synergy_Bliss=-2.13, Synergy_Loewe=1.13, Synergy_HSA=1.36.